Predict the product of the given reaction. From a dataset of Forward reaction prediction with 1.9M reactions from USPTO patents (1976-2016). Given the reactants [OH:1][C:2]1[C:7]([N+:8]([O-:10])=[O:9])=[CH:6][CH:5]=[CH:4][C:3]=1[C:11](=[O:13])[CH3:12].[C:14](=O)([O-])[O-].[K+].[K+].IC.Cl, predict the reaction product. The product is: [CH3:14][O:1][C:2]1[C:7]([N+:8]([O-:10])=[O:9])=[CH:6][CH:5]=[CH:4][C:3]=1[C:11](=[O:13])[CH3:12].